From a dataset of Full USPTO retrosynthesis dataset with 1.9M reactions from patents (1976-2016). Predict the reactants needed to synthesize the given product. Given the product [F:1][C:2]1[CH:20]=[C:19]([F:21])[CH:18]=[CH:17][C:3]=1[CH2:4][N:5]1[C:9]2=[CH:10][N:11]=[C:12]([C:14]([NH:26][OH:60])=[O:45])[CH:13]=[C:8]2[CH:7]=[CH:6]1, predict the reactants needed to synthesize it. The reactants are: [F:1][C:2]1[CH:20]=[C:19]([F:21])[CH:18]=[CH:17][C:3]=1[CH2:4][N:5]1[C:9]2=[CH:10][N:11]=[C:12]([C:14](O)=O)[CH:13]=[C:8]2[CH:7]=[CH:6]1.FC1C=C(F)C=CC=1C[N:26]1C2=CN=C(C(OCC)=O)C=C2C=C1.[OH-:45].[Na+].C(O)(=O)CC(CC(O)=O)(C(O)=O)O.[OH2:60].